Dataset: Reaction yield outcomes from USPTO patents with 853,638 reactions. Task: Predict the reaction yield, written as a fraction of the theoretical maximum amount of product (1.0 means a 100% yield; for example, 0.34 means a 34% yield). (1) The reactants are [NH2:1][C:2]1[CH:21]=[CH:20][CH:19]=[C:18]([C:22]([F:25])([F:24])[F:23])[C:3]=1[O:4][CH2:5][C@H:6]([NH:10][C:11]([O:13][C:14]([CH3:17])([CH3:16])[CH3:15])=[O:12])[C:7](O)=[O:8].CCN=C=NCCCN(C)C. The catalyst is CN(C=O)C.CCOC(C)=O. The product is [O:8]=[C:7]1[C@@H:6]([NH:10][C:11](=[O:12])[O:13][C:14]([CH3:17])([CH3:16])[CH3:15])[CH2:5][O:4][C:3]2[C:18]([C:22]([F:25])([F:24])[F:23])=[CH:19][CH:20]=[CH:21][C:2]=2[NH:1]1. The yield is 0.890. (2) The reactants are C[Al](C)C.[CH3:5][N:6]1[CH2:11][CH2:10][N:9]([C:12]2[S:16][C:15]([C:17]([O:19]CC)=O)=[CH:14][CH:13]=2)[CH2:8][CH2:7]1.[CH3:22][O:23][C:24]1[CH:25]=[C:26]([CH2:32][CH2:33][C:34]2[CH:35]=[C:36]([NH2:39])[NH:37][N:38]=2)[CH:27]=[C:28]([O:30][CH3:31])[CH:29]=1.C(C(C(C([O-])=O)O)O)([O-])=O.[Na+].[K+]. The catalyst is C1(C)C=CC=CC=1.O.C(OCC)(=O)C. The product is [CH3:31][O:30][C:28]1[CH:27]=[C:26]([CH2:32][CH2:33][C:34]2[CH:35]=[C:36]([NH:39][C:17]([C:15]3[S:16][C:12]([N:9]4[CH2:8][CH2:7][N:6]([CH3:5])[CH2:11][CH2:10]4)=[CH:13][CH:14]=3)=[O:19])[NH:37][N:38]=2)[CH:25]=[C:24]([O:23][CH3:22])[CH:29]=1. The yield is 0.338. (3) The reactants are [Br:1][C:2]1[CH:3]=[C:4]([N:11]2[CH2:14][CH:13](C(O)=O)[CH2:12]2)[C:5]2[C:6]([CH:10]=1)=[N:7][O:8][N:9]=2.[CH3:18][Mg+].[Br-].CCO[C:24]([CH3:26])=[O:25]. The product is [Br:1][C:2]1[CH:3]=[C:4]([N:11]2[CH2:14][CH:13]([C:24]([OH:25])([CH3:26])[CH3:18])[CH2:12]2)[C:5]2[C:6]([CH:10]=1)=[N:7][O:8][N:9]=2. The catalyst is CO.OS(O)(=O)=O.C1COCC1. The yield is 0.730.